This data is from Reaction yield outcomes from USPTO patents with 853,638 reactions. The task is: Predict the reaction yield, written as a fraction of the theoretical maximum amount of product (1.0 means a 100% yield; for example, 0.34 means a 34% yield). (1) The reactants are C[C:2]([CH3:5])([O-:4])[CH3:3].[K+].O[C:8]1[C:16]2[C:11](=[CH:12][CH:13]=[CH:14][CH:15]=2)[NH:10][C:9]=1[C:17]([O:19][CH3:20])=[O:18].BrC(C)C. The catalyst is CS(C)=O. The product is [CH:2]([O:4][C:8]1[C:16]2[C:11](=[CH:12][CH:13]=[CH:14][CH:15]=2)[NH:10][C:9]=1[C:17]([O:19][CH3:20])=[O:18])([CH3:5])[CH3:3]. The yield is 0.580. (2) The reactants are [CH3:1][O-].[Na+].[N:4]#[C:5][NH2:6].[Cl:7][C:8]1[CH:13]=[C:12]([N:14]=[C:15]=[S:16])[CH:11]=[C:10]([Cl:17])[C:9]=1[I:18].CI. The catalyst is CO. The product is [C:5](/[N:6]=[C:15](\[S:16][CH3:1])/[NH:14][C:12]1[CH:13]=[C:8]([Cl:7])[C:9]([I:18])=[C:10]([Cl:17])[CH:11]=1)#[N:4]. The yield is 0.380. (3) The reactants are O[C@H:2]1[C:6]2[N:7]=[CH:8][N:9]=[C:10]([N:11]3[CH2:16][CH2:15][N:14]([C:17]([O:19][C:20]([CH3:23])([CH3:22])[CH3:21])=[O:18])[CH2:13][CH2:12]3)[C:5]=2[C@H:4]([CH3:24])[CH2:3]1.CCN(S(F)(F)[F:31])CC. The catalyst is C(Cl)Cl. The product is [F:31][C@@H:2]1[C:6]2[N:7]=[CH:8][N:9]=[C:10]([N:11]3[CH2:16][CH2:15][N:14]([C:17]([O:19][C:20]([CH3:23])([CH3:22])[CH3:21])=[O:18])[CH2:13][CH2:12]3)[C:5]=2[C@H:4]([CH3:24])[CH2:3]1. The yield is 0.610. (4) The product is [CH2:1]([C:6]1[CH:7]=[C:8]([CH:12]=[CH:13][CH:14]=1)[C:9]([NH:23][CH2:15][CH2:16][C:17]1[CH:22]=[CH:21][CH:20]=[CH:19][CH:18]=1)=[O:11])[CH2:2][CH:3]([CH3:4])[CH3:5]. The yield is 0.740. No catalyst specified. The reactants are [CH2:1]([C:6]1[CH:7]=[C:8]([CH:12]=[CH:13][CH:14]=1)[C:9]([OH:11])=O)[CH2:2][CH:3]([CH3:5])[CH3:4].[CH2:15]([NH2:23])[CH2:16][C:17]1[CH:22]=[CH:21][CH:20]=[CH:19][CH:18]=1. (5) The reactants are C(O[C:5](=[O:11])[C@H:6]([CH:8]([CH3:10])[CH3:9])[NH2:7])C=C.[CH2:12]1[CH2:18][S:15](=[O:17])(=[O:16])[O:14][CH2:13]1.O1C[CH2:22][CH2:21][CH2:20]1. The catalyst is O1CCOCC1.CO. The product is [CH:8]([C@H:6]([NH:7][CH2:13][CH2:12][CH2:18][S:15]([OH:14])(=[O:17])=[O:16])[C:5](=[O:11])[CH2:22][CH:21]=[CH2:20])([CH3:9])[CH3:10]. The yield is 0.260. (6) The reactants are [NH2:1][CH2:2][CH2:3][CH2:4][C:5]([OH:7])=[O:6].[OH-].[Na+].[O:10](C(OC(C)(C)C)=O)[C:11]([O:13][C:14]([CH3:17])([CH3:16])[CH3:15])=O. The yield is 0.850. The product is [C:14]([O:13][C:11]([NH:1][CH2:2][CH2:3][CH2:4][C:5]([OH:7])=[O:6])=[O:10])([CH3:17])([CH3:16])[CH3:15]. The catalyst is CC(O)(C)C.O.